From a dataset of Full USPTO retrosynthesis dataset with 1.9M reactions from patents (1976-2016). Predict the reactants needed to synthesize the given product. (1) Given the product [CH3:13][N:14]1[C:8]([CH2:7][C:1]2[CH:6]=[CH:5][CH:4]=[CH:3][CH:2]=2)=[N:10][N:11]=[C:15]1[CH2:16][CH2:17][CH2:18][CH:19]=[CH2:20], predict the reactants needed to synthesize it. The reactants are: [C:1]1([CH2:7][C:8]([NH:10][NH2:11])=O)[CH:6]=[CH:5][CH:4]=[CH:3][CH:2]=1.Cl.[CH3:13][NH:14][C:15](=NC)[CH2:16][CH2:17][CH2:18][CH:19]=[CH2:20]. (2) Given the product [Cl:12][C:10]1[C:9]([CH2:13][C:14]2[CH:19]=[CH:18][C:17]([CH2:20][Cl:3])=[CH:16][C:15]=2[F:22])=[C:8]([CH3:23])[N:7]=[C:6]([NH2:5])[N:11]=1, predict the reactants needed to synthesize it. The reactants are: S(Cl)([Cl:3])=O.[NH2:5][C:6]1[N:11]=[C:10]([Cl:12])[C:9]([CH2:13][C:14]2[CH:19]=[CH:18][C:17]([CH2:20]O)=[CH:16][C:15]=2[F:22])=[C:8]([CH3:23])[N:7]=1. (3) Given the product [Cl:16][C:12]1[CH:11]=[C:10]([NH:9][C:5]2[CH:4]=[C:3]([NH:23][CH:17]3[CH2:22][CH2:21][CH2:20][CH2:19][CH2:18]3)[N:8]=[CH:7][N:6]=2)[CH:15]=[CH:14][CH:13]=1, predict the reactants needed to synthesize it. The reactants are: Cl.Cl[C:3]1[N:8]=[CH:7][N:6]=[C:5]([NH:9][C:10]2[CH:15]=[CH:14][CH:13]=[C:12]([Cl:16])[CH:11]=2)[CH:4]=1.[CH:17]1([NH2:23])[CH2:22][CH2:21][CH2:20][CH2:19][CH2:18]1.CCN(C(C)C)C(C)C. (4) Given the product [OH:17][CH2:3][CH2:2][CH2:1][CH:4]1[N:10]2[C:11](=[O:14])[O:12][N:13]=[C:9]2[CH2:8][CH2:7][CH2:6][CH2:5]1, predict the reactants needed to synthesize it. The reactants are: [CH2:1]([CH:4]1[N:10]2[C:11](=[O:14])[O:12][N:13]=[C:9]2[CH2:8][CH2:7][CH2:6][CH2:5]1)[CH:2]=[CH2:3].B.C(=O)(O)[O-:17].[Na+].OO. (5) Given the product [CH3:32][O:31][C:30]1[C:19]([S:16]([C:13]2[CH:12]=[CH:11][C:10]([CH2:9][OH:8])=[N:15][CH:14]=2)(=[O:18])=[O:17])=[CH:20][C:21]2[CH2:27][CH2:26][N:25]([CH3:28])[CH2:24][CH2:23][C:22]=2[CH:29]=1, predict the reactants needed to synthesize it. The reactants are: [Si]([O:8][CH2:9][C:10]1[N:15]=[CH:14][C:13]([S:16]([C:19]2[C:30]([O:31][CH3:32])=[CH:29][C:22]3[CH2:23][CH2:24][N:25]([CH3:28])[CH2:26][CH2:27][C:21]=3[CH:20]=2)(=[O:18])=[O:17])=[CH:12][CH:11]=1)(C(C)(C)C)(C)C. (6) Given the product [F:1][C:2]1[CH:3]=[C:4]([CH:33]=[CH:34][CH:35]=1)[CH2:5][N:6]1[C:14]2[C:9](=[CH:10][C:11]([NH:15][C:16]3[C:25]4[C:20](=[CH:21][CH:22]=[CH:23][C:24]=4[O:26][C@@H:27]([CH3:32])[C:28]([NH:37][CH3:36])=[O:30])[N:19]=[CH:18][N:17]=3)=[CH:12][CH:13]=2)[CH:8]=[N:7]1, predict the reactants needed to synthesize it. The reactants are: [F:1][C:2]1[CH:3]=[C:4]([CH:33]=[CH:34][CH:35]=1)[CH2:5][N:6]1[C:14]2[C:9](=[CH:10][C:11]([NH:15][C:16]3[C:25]4[C:20](=[CH:21][CH:22]=[CH:23][C:24]=4[O:26][C@@H:27]([CH3:32])[C:28]([O:30]C)=O)[N:19]=[CH:18][N:17]=3)=[CH:12][CH:13]=2)[CH:8]=[N:7]1.[CH3:36][NH2:37].